Dataset: Forward reaction prediction with 1.9M reactions from USPTO patents (1976-2016). Task: Predict the product of the given reaction. (1) Given the reactants [NH2:1][C:2]1[O:3][C:4]([C:9]2[CH:14]=[CH:13][CH:12]=[CH:11][CH:10]=2)=[CH:5][C:6]=1[C:7]#[N:8].O.[CH:16]([NH2:18])=O, predict the reaction product. The product is: [NH2:8][C:7]1[C:6]2[CH:5]=[C:4]([C:9]3[CH:10]=[CH:11][CH:12]=[CH:13][CH:14]=3)[O:3][C:2]=2[N:1]=[CH:16][N:18]=1. (2) Given the reactants CCO.C(Cl)(=O)C.[CH2:8]([O:15][C:16]1[CH:21]=[CH:20][C:19]([CH2:22][CH2:23][CH:24]([OH:27])[C:25]#[N:26])=[CH:18][CH:17]=1)[C:9]1[CH:14]=[CH:13][CH:12]=[CH:11][CH:10]=1.N[C:29]1[C:34]([OH:35])=[CH:33][CH:32]=[CH:31][N:30]=1, predict the reaction product. The product is: [CH2:8]([O:15][C:16]1[CH:17]=[CH:18][C:19]([CH2:22][CH2:23][CH:24]([C:25]2[O:35][C:34]3[C:29]([N:26]=2)=[N:30][CH:31]=[CH:32][CH:33]=3)[OH:27])=[CH:20][CH:21]=1)[C:9]1[CH:10]=[CH:11][CH:12]=[CH:13][CH:14]=1. (3) Given the reactants Cl[C:2]1[CH:7]=[C:6]([C:8]2[CH:13]=[CH:12][CH:11]=[C:10]([CH3:14])[C:9]=2[CH3:15])[N:5]=[C:4]([NH2:16])[N:3]=1.[Cl:17][C:18]1[CH:19]=[CH:20][C:21]([NH:24][CH2:25][CH2:26][NH2:27])=[N:22][CH:23]=1, predict the reaction product. The product is: [Cl:17][C:18]1[CH:19]=[CH:20][C:21]([NH:24][CH2:25][CH2:26][NH:27][C:2]2[CH:7]=[C:6]([C:8]3[CH:13]=[CH:12][CH:11]=[C:10]([CH3:14])[C:9]=3[CH3:15])[N:5]=[C:4]([NH2:16])[N:3]=2)=[N:22][CH:23]=1. (4) The product is: [C:21]([C:20]1[CH:23]=[CH:24][C:25]([CH:27]2[CH2:28][CH2:29][N:30]([C:9]([C:8]3[CH:12]=[CH:13][C:14]([CH3:15])=[C:6]([NH:5][S:2]([CH3:1])(=[O:3])=[O:4])[CH:7]=3)=[O:11])[CH2:31][CH2:32]2)=[CH:26][C:19]=1[O:18][CH3:17])#[N:22]. Given the reactants [CH3:1][S:2]([NH:5][C:6]1[CH:7]=[C:8]([CH:12]=[CH:13][C:14]=1[CH3:15])[C:9]([OH:11])=O)(=[O:4])=[O:3].Cl.[CH3:17][O:18][C:19]1[CH:26]=[C:25]([CH:27]2[CH2:32][CH2:31][NH:30][CH2:29][CH2:28]2)[CH:24]=[CH:23][C:20]=1[C:21]#[N:22], predict the reaction product. (5) Given the reactants [Cl:1][C:2]1[CH:7]=[CH:6][C:5]([C@H:8]([C:21]([N:23]2[CH2:28][CH2:27][N:26]([C:29]3[C:34]([C:35]4[CH:40]=[CH:39][C:38]([F:41])=[CH:37][CH:36]=4)=[CH:33][N:32]=[C:31]4[NH:42][CH:43]=[CH:44][C:30]=34)[CH2:25][CH2:24]2)=[O:22])[CH2:9][N:10]([CH:18]([CH3:20])[CH3:19])C(=O)OC(C)(C)C)=[CH:4][CH:3]=1, predict the reaction product. The product is: [Cl:1][C:2]1[CH:7]=[CH:6][C:5]([C@@H:8]([CH2:9][NH:10][CH:18]([CH3:20])[CH3:19])[C:21]([N:23]2[CH2:24][CH2:25][N:26]([C:29]3[C:34]([C:35]4[CH:40]=[CH:39][C:38]([F:41])=[CH:37][CH:36]=4)=[CH:33][N:32]=[C:31]4[NH:42][CH:43]=[CH:44][C:30]=34)[CH2:27][CH2:28]2)=[O:22])=[CH:4][CH:3]=1. (6) Given the reactants [CH:1]1([N:4]([CH:32]2[CH2:34][CH2:33]2)[C:5]([C:7]2[N:29]([CH2:30][CH3:31])[C:10]3=[N:11][C:12]([NH:19][C:20]4[S:21][C:22]([C:26](O)=[O:27])=[C:23]([CH3:25])[N:24]=4)=[C:13]4[N:17]=[CH:16][N:15]([CH3:18])[C:14]4=[C:9]3[CH:8]=2)=[O:6])[CH2:3][CH2:2]1.[CH3:35][NH:36][CH3:37].CN(C(ON1N=NC2C=CC=NC1=2)=[N+](C)C)C.F[P-](F)(F)(F)(F)F.N1C(C)=CC=CC=1C, predict the reaction product. The product is: [CH:32]1([N:4]([CH:1]2[CH2:3][CH2:2]2)[C:5]([C:7]2[N:29]([CH2:30][CH3:31])[C:10]3=[N:11][C:12]([NH:19][C:20]4[S:21][C:22]([C:26]([N:36]([CH3:37])[CH3:35])=[O:27])=[C:23]([CH3:25])[N:24]=4)=[C:13]4[N:17]=[CH:16][N:15]([CH3:18])[C:14]4=[C:9]3[CH:8]=2)=[O:6])[CH2:33][CH2:34]1.